From a dataset of Full USPTO retrosynthesis dataset with 1.9M reactions from patents (1976-2016). Predict the reactants needed to synthesize the given product. (1) Given the product [CH3:50][C@@:14]1([OH:49])[C@H:13]([OH:51])[C@@H:12]([CH2:11][OH:10])[O:16][C@H:15]1[N:17]1[CH:25]=[N:24][C:23]2[C:18]1=[N:19][CH:20]=[N:21][C:22]=2[NH:7][CH:1]1[CH2:6][CH2:5][CH2:4][CH2:3][CH2:2]1, predict the reactants needed to synthesize it. The reactants are: [CH:1]1([NH2:7])[CH2:6][CH2:5][CH2:4][CH2:3][CH2:2]1.CO[O:10][CH2:11][C@H:12]1[O:16][C@@:15](C(C2C=CC=CC=2)(C2C=CC=CC=2)C2C=CC=CC=2)([N:17]2[CH:25]=[N:24][C:23]3[C:18]2=[N:19][CH:20]=[N:21][C:22]=3S(C)(=O)=O)[C@:14]([CH3:50])([OH:49])[C@@H:13]1[OH:51]. (2) Given the product [CH3:8][O:7][C:6]1[CH:5]=[C:4](/[CH:3]=[CH:2]/[C:1]([CH2:14][O:31][C:18](/[CH:19]=[CH:20]/[C:21]2[CH:29]=[CH:28][C:26]([OH:27])=[C:23]([O:24][CH3:25])[CH:22]=2)=[O:30])=[O:13])[CH:12]=[CH:11][C:9]=1[OH:10], predict the reactants needed to synthesize it. The reactants are: [C:1]([CH2:14]I)(=[O:13])/[CH:2]=[CH:3]/[C:4]1[CH:12]=[CH:11][C:9]([OH:10])=[C:6]([O:7][CH3:8])[CH:5]=1.[Na].[K].[C:18]([OH:31])(=[O:30])/[CH:19]=[CH:20]/[C:21]1[CH:29]=[CH:28][C:26]([OH:27])=[C:23]([O:24][CH3:25])[CH:22]=1. (3) Given the product [F:21][C:2]1([F:1])[CH2:6][N:5]([C:7]([O:9][C:10]([CH3:12])([CH3:13])[CH3:11])=[O:8])[C@@H:4]([CH2:14][CH:15]([CH3:20])[C:16]([O:18][CH3:19])=[O:17])[CH2:3]1, predict the reactants needed to synthesize it. The reactants are: [F:1][C:2]1([F:21])[CH2:6][N:5]([C:7]([O:9][C:10]([CH3:13])([CH3:12])[CH3:11])=[O:8])[C@@H:4]([CH:14]=[C:15]([CH3:20])[C:16]([O:18][CH3:19])=[O:17])[CH2:3]1. (4) Given the product [CH2:21]([N:25]([CH3:26])[C:7](=[O:20])[CH2:8][C:9]1[C:13]2[CH:14]=[C:15]([O:18][CH3:19])[CH:16]=[CH:17][C:12]=2[O:11][C:10]=1[C:5](=[O:6])[C:1]([CH3:4])([CH3:3])[CH3:2])[CH2:22][CH2:23][CH3:24], predict the reactants needed to synthesize it. The reactants are: [C:1]([C:5]1[O:6][C:7](=[O:20])[CH:8]=[C:9]2[C:13]3[CH:14]=[C:15]([O:18][CH3:19])[CH:16]=[CH:17][C:12]=3[O:11][C:10]=12)([CH3:4])([CH3:3])[CH3:2].[CH2:21]([NH:25][CH3:26])[CH2:22][CH2:23][CH3:24].